Task: Predict which catalyst facilitates the given reaction.. Dataset: Catalyst prediction with 721,799 reactions and 888 catalyst types from USPTO (1) Reactant: [N+:1]([C:4]1[CH:11]=[CH:10][C:7]([CH:8]=[O:9])=[CH:6][CH:5]=1)([O-:3])=[O:2].C(O[CH2:16][CH:17]=[CH2:18])(=O)C.O.CCN(CC)CC.CC1C(C)=C(C)C(C)=C(C)C=1C. Product: [N+:1]([C:4]1[CH:5]=[CH:6][C:7]([CH:8]([OH:9])[CH2:18][CH:17]=[CH2:16])=[CH:10][CH:11]=1)([O-:3])=[O:2]. The catalyst class is: 12. (2) Reactant: O.C[Si]([Cl:6])(C)C.[CH3:7][N:8]([CH2:10][CH:11]1[C:17]([C:19]2[CH:24]=[C:23]([OH:25])[CH:22]=[CH:21][C:20]=2[F:26])([OH:18])[CH2:16][CH:15]2[CH2:27][CH:12]1[CH2:13][CH2:14]2)[CH3:9]. Product: [ClH:6].[CH3:9][N:8]([CH2:10][CH:11]1[C:17]([C:19]2[CH:24]=[C:23]([OH:25])[CH:22]=[CH:21][C:20]=2[F:26])([OH:18])[CH2:16][CH:15]2[CH2:27][CH:12]1[CH2:13][CH2:14]2)[CH3:7]. The catalyst class is: 131. (3) Reactant: [N+:1]([C:4]1[CH:9]=[CH:8][C:7]([C:10]2[S:11][C:12]([C:15]([O:17][CH2:18][CH3:19])=[O:16])=[CH:13][N:14]=2)=[CH:6][CH:5]=1)([O-])=O.C([O-])=O.[NH4+]. Product: [NH2:1][C:4]1[CH:5]=[CH:6][C:7]([C:10]2[S:11][C:12]([C:15]([O:17][CH2:18][CH3:19])=[O:16])=[CH:13][N:14]=2)=[CH:8][CH:9]=1. The catalyst class is: 43. (4) Reactant: [C:1]([C:5]1[N:6]=[C:7]([N:14]2[CH2:17][C:16]([CH2:20][OH:21])([CH2:18]Cl)[CH2:15]2)[C:8]2[N:13]=[N:12][NH:11][C:9]=2[N:10]=1)([CH3:4])([CH3:3])[CH3:2].CC(C)([O-])C.[K+]. Product: [C:1]([C:5]1[N:6]=[C:7]([N:14]2[CH2:17][C:16]3([CH2:20][O:21][CH2:18]3)[CH2:15]2)[C:8]2[N:13]=[N:12][NH:11][C:9]=2[N:10]=1)([CH3:4])([CH3:3])[CH3:2]. The catalyst class is: 1. (5) Reactant: Cl.[NH2:2][CH2:3][C:4]1[CH:5]=[C:6]2[C:10](=[CH:11][CH:12]=1)[C:9](=[O:13])[N:8]([CH:14]1[CH2:19][CH2:18][C:17](=[O:20])[NH:16][C:15]1=[O:21])[C:7]2=[O:22].[S:23]1[C:27]([C:28](Cl)=[O:29])=[CH:26][C:25]2[CH:31]=[CH:32][CH:33]=[CH:34][C:24]1=2.CCN(C(C)C)C(C)C. Product: [O:21]=[C:15]1[CH:14]([N:8]2[C:7](=[O:22])[C:6]3[C:10](=[CH:11][CH:12]=[C:4]([CH2:3][NH:2][C:28]([C:27]4[S:23][C:24]5[CH:34]=[CH:33][CH:32]=[CH:31][C:25]=5[CH:26]=4)=[O:29])[CH:5]=3)[C:9]2=[O:13])[CH2:19][CH2:18][C:17](=[O:20])[NH:16]1. The catalyst class is: 23.